From a dataset of Peptide-MHC class II binding affinity with 134,281 pairs from IEDB. Regression. Given a peptide amino acid sequence and an MHC pseudo amino acid sequence, predict their binding affinity value. This is MHC class II binding data. (1) The peptide sequence is YAYLRKHFSMMILSD. The MHC is DRB1_0101 with pseudo-sequence DRB1_0101. The binding affinity (normalized) is 0.941. (2) The peptide sequence is INVGFKAAVAAAASV. The binding affinity (normalized) is 0.272. The MHC is DRB1_0301 with pseudo-sequence DRB1_0301. (3) The peptide sequence is GKLIHEWCCRSCTLP. The MHC is DRB3_0101 with pseudo-sequence DRB3_0101. The binding affinity (normalized) is 0.342. (4) The peptide sequence is GGESFGIVVAWKVRL. The MHC is DRB3_0101 with pseudo-sequence DRB3_0101. The binding affinity (normalized) is 0.339. (5) The peptide sequence is YLGKREDQWCGSLIGLT. The MHC is DRB1_0701 with pseudo-sequence DRB1_0701. The binding affinity (normalized) is 0.267. (6) The peptide sequence is YTVALFLAVALVAGP. The MHC is DRB1_1501 with pseudo-sequence DRB1_1501. The binding affinity (normalized) is 0.0413. (7) The peptide sequence is ALTGAMRVTKDTNDN. The MHC is DRB1_0405 with pseudo-sequence DRB1_0405. The binding affinity (normalized) is 0.197.